Dataset: Forward reaction prediction with 1.9M reactions from USPTO patents (1976-2016). Task: Predict the product of the given reaction. (1) Given the reactants [N+:1]([C:4]1[CH:5]=[CH:6][C:7](OC2C=C3C(=CC=2)OC(C2C=CC=CC=2)CC3)=[N:8][CH:9]=1)([O-:3])=[O:2].[OH:27][C:28]1[CH:37]=[C:36]2[C:31]([C:32](=[O:44])[CH2:33][CH:34]([C:38]3[CH:43]=[CH:42][CH:41]=[CH:40][CH:39]=3)[O:35]2)=[CH:30][CH:29]=1, predict the reaction product. The product is: [N+:1]([C:4]1[CH:5]=[CH:6][C:7]([O:27][C:28]2[CH:37]=[C:36]3[C:31]([C:32](=[O:44])[CH2:33][CH:34]([C:38]4[CH:43]=[CH:42][CH:41]=[CH:40][CH:39]=4)[O:35]3)=[CH:30][CH:29]=2)=[N:8][CH:9]=1)([O-:3])=[O:2]. (2) Given the reactants [CH3:1][O:2][C:3]1[CH:8]=[CH:7][C:6]([NH2:9])=[CH:5][CH:4]=1.C(=O)([O-])[O-].[K+].[K+].[CH3:16][C:17]([CH3:22])=[CH:18][C:19](Cl)=[O:20], predict the reaction product. The product is: [CH3:16][C:17]([CH3:22])=[CH:18][C:19]([NH:9][C:6]1[CH:7]=[CH:8][C:3]([O:2][CH3:1])=[CH:4][CH:5]=1)=[O:20].